Dataset: Forward reaction prediction with 1.9M reactions from USPTO patents (1976-2016). Task: Predict the product of the given reaction. (1) Given the reactants N[C:2]1[S:3][C:4]2[CH:10]=[CH:9][C:8]([F:11])=[C:7]([F:12])[C:5]=2[N:6]=1.N([O-])=O.[Na+].[ClH:17], predict the reaction product. The product is: [Cl:17][C:2]1[S:3][C:4]2[CH:10]=[CH:9][C:8]([F:11])=[C:7]([F:12])[C:5]=2[N:6]=1. (2) The product is: [CH3:15][C:16]1([CH3:35])[CH2:20][C:19]2([CH2:25][CH2:24][C:23]([C:2]3[C:6]([CH:7]=[O:8])=[CH:5][N:4]([CH:9]4[CH2:14][CH2:13][CH2:12][CH2:11][O:10]4)[N:3]=3)=[CH:22][CH2:21]2)[O:18][CH2:17]1. Given the reactants I[C:2]1[C:6]([CH:7]=[O:8])=[CH:5][N:4]([CH:9]2[CH2:14][CH2:13][CH2:12][CH2:11][O:10]2)[N:3]=1.[CH3:15][C:16]1([CH3:35])[CH2:20][C:19]2([CH2:25][CH2:24][C:23](B3OC(C)(C)C(C)(C)O3)=[CH:22][CH2:21]2)[O:18][CH2:17]1.C([O-])([O-])=O.[Cs+].[Cs+], predict the reaction product. (3) Given the reactants [C:1]1([CH:8]=[CH:7][CH:6]=[C:4]([OH:5])[CH:3]=1)[OH:2].[CH:9]1(O)[CH2:14][CH2:13][CH2:12][CH2:11][CH2:10]1, predict the reaction product. The product is: [CH:9]1([C:6]2[CH:7]=[CH:8][C:1]([OH:2])=[CH:3][C:4]=2[OH:5])[CH2:14][CH2:13][CH2:12][CH2:11][CH2:10]1. (4) Given the reactants Br[C:2]1[CH:7]=[CH:6][C:5]([C@@H:8]([N:10]2[CH2:15][CH2:14][C@:13]([CH2:22][C:23]([OH:26])([CH3:25])[CH3:24])([C:16]3[CH:21]=[CH:20][CH:19]=[CH:18][CH:17]=3)[O:12][C:11]2=[O:27])[CH3:9])=[CH:4][CH:3]=1.Br[C:29]1[CH:34]=[N:33][CH:32]=[CH:31][N:30]=1, predict the reaction product. The product is: [OH:26][C:23]([CH3:25])([CH3:24])[CH2:22][C@@:13]1([C:16]2[CH:21]=[CH:20][CH:19]=[CH:18][CH:17]=2)[O:12][C:11](=[O:27])[N:10]([C@H:8]([C:5]2[CH:6]=[CH:7][C:2]([C:29]3[CH:34]=[N:33][CH:32]=[CH:31][N:30]=3)=[CH:3][CH:4]=2)[CH3:9])[CH2:15][CH2:14]1. (5) Given the reactants Cl[C:2]1[C:3](=[O:15])[N:4](C2CCCCO2)[N:5]=[CH:6][C:7]=1Cl.[CH3:16][C:17]1[C:22]([CH3:23])=[CH:21][CH:20]=[C:19]([CH3:24])[C:18]=1[OH:25].C[O:27][C:28](=[O:37])[CH:29](Br)[CH2:30][CH:31]1[CH2:35][CH2:34][CH2:33][CH2:32]1, predict the reaction product. The product is: [CH:31]1([CH2:30][CH:29]([N:4]2[C:3](=[O:15])[CH:2]=[C:7]([O:25][C:18]3[C:19]([CH3:24])=[CH:20][CH:21]=[C:22]([CH3:23])[C:17]=3[CH3:16])[CH:6]=[N:5]2)[C:28]([OH:27])=[O:37])[CH2:35][CH2:34][CH2:33][CH2:32]1. (6) The product is: [CH2:19]1[C:27]2[C:22](=[CH:23][CH:24]=[CH:25][CH:26]=2)[CH2:21][CH:20]1[NH:28][C:29]1[N:30]=[CH:31][C:32]2[CH2:38][N:37]([C:1]([O:18][CH2:13][CH2:14][CH2:15][C:16]#[CH:17])=[O:2])[CH2:36][CH2:35][C:33]=2[N:34]=1. Given the reactants [C:1](N1C=CN=C1)(N1C=CN=C1)=[O:2].[CH2:13]([OH:18])[CH2:14][CH2:15][C:16]#[CH:17].[CH2:19]1[C:27]2[C:22](=[CH:23][CH:24]=[CH:25][CH:26]=2)[CH2:21][CH:20]1[NH:28][C:29]1[N:30]=[CH:31][C:32]2[CH2:38][NH:37][CH2:36][CH2:35][C:33]=2[N:34]=1.N1C=CC(N)=CC=1.C(N(CC)CC)C, predict the reaction product. (7) Given the reactants [NH2:1][C@@H:2]1[C:10]2[C:5](=[CH:6][CH:7]=[CH:8][CH:9]=2)[CH2:4][CH2:3]1.[CH3:11]CN(CC)CC.C(OC(OC(OC(C)(C)C)=O)=O)(C)(C)C, predict the reaction product. The product is: [CH3:11][NH:1][C@@H:2]1[C:10]2[C:5](=[CH:6][CH:7]=[CH:8][CH:9]=2)[CH2:4][CH2:3]1. (8) Given the reactants [Cl:1][C:2]1[C:10]([N+:11]([O-])=O)=[CH:9][CH:8]=[C:7]([F:14])[C:3]=1[C:4]([OH:6])=[O:5].[NH4+].[Cl-], predict the reaction product. The product is: [NH2:11][C:10]1[C:2]([Cl:1])=[C:3]([C:7]([F:14])=[CH:8][CH:9]=1)[C:4]([OH:6])=[O:5]. (9) The product is: [CH3:8][C:9]1[CH:14]=[CH:13][C:12]([S:15]([O:7][CH:4]2[CH2:5][CH2:6][O:1][CH2:2][CH2:3]2)(=[O:17])=[O:16])=[CH:11][CH:10]=1. Given the reactants [O:1]1[CH2:6][CH2:5][CH:4]([OH:7])[CH2:3][CH2:2]1.[CH3:8][C:9]1[CH:14]=[CH:13][C:12]([S:15](Cl)(=[O:17])=[O:16])=[CH:11][CH:10]=1.O, predict the reaction product. (10) Given the reactants [C:1]([O:8][C@@H:9]([CH2:16]/[CH:17]=[CH:18]\[CH2:19][CH2:20][CH2:21][CH2:22][CH2:23][CH2:24][CH2:25][CH:26]([OH:37])[CH2:27][CH2:28][CH2:29][CH2:30][CH2:31][CH2:32][CH2:33][CH2:34][CH2:35][CH3:36])[CH2:10][CH2:11][CH2:12][CH2:13][CH2:14][CH3:15])(=[O:7])[CH2:2][CH2:3][CH2:4][CH2:5][CH3:6].N1C=CC=CC=1.Cl[C:45](Cl)([O:47][C:48](=[O:54])OC(Cl)(Cl)Cl)Cl.[CH3:56][N:57]([CH3:62])[CH2:58][CH2:59]CO, predict the reaction product. The product is: [C:1]([O:8][C@@H:9]([CH2:16]/[CH:17]=[CH:18]\[CH2:19][CH2:20][CH2:21][CH2:22][CH2:23][CH2:24][CH2:25][CH:26]([O:37][C:48]([O:47][CH2:45][CH2:59][CH2:58][N:57]([CH3:62])[CH3:56])=[O:54])[CH2:27][CH2:28][CH2:29][CH2:30][CH2:31][CH2:32][CH2:33][CH2:34][CH2:35][CH3:36])[CH2:10][CH2:11][CH2:12][CH2:13][CH2:14][CH3:15])(=[O:7])[CH2:2][CH2:3][CH2:4][CH2:5][CH3:6].